From a dataset of Reaction yield outcomes from USPTO patents with 853,638 reactions. Predict the reaction yield, written as a fraction of the theoretical maximum amount of product (1.0 means a 100% yield; for example, 0.34 means a 34% yield). (1) The product is [NH2:19][C@@H:15]1[C:14]2[CH:30]=[C:10]([CH:11]=[CH:12][N:13]=2)[C:9]2[N:8]([CH2:31][O:32][CH2:33][CH2:34][Si:35]([CH3:37])([CH3:36])[CH3:38])[N:7]=[CH:6][C:5]=2[NH:4][C:3](=[O:39])[C@H:2]([CH3:1])[CH2:18][CH2:17][CH2:16]1. The reactants are [CH3:1][C@H:2]1[C:3](=[O:39])[NH:4][C:5]2[CH:6]=[N:7][N:8]([CH2:31][O:32][CH2:33][CH2:34][Si:35]([CH3:38])([CH3:37])[CH3:36])[C:9]=2[C:10]2[CH:11]=[CH:12][N:13]=[C:14]([CH:30]=2)[C@@H:15]([NH:19]C(=O)OCC2C=CC=CC=2)[CH2:16][CH:17]=[CH:18]1. The catalyst is CCO.[Pd]. The yield is 0.640. (2) The reactants are [F:1][C:2]1[C:3]([NH:19][C:20]2[CH:25]=[CH:24][C:23]([I:26])=[CH:22][C:21]=2[F:27])=[C:4]([CH:12]=[C:13](/[CH:16]=[N:17]/[OH:18])[C:14]=1[F:15])[C:5]([NH:7][O:8][CH2:9][CH2:10][OH:11])=[O:6].ClC(Cl)C(O)=O. No catalyst specified. The product is [F:1][C:2]1[C:3]([NH:19][C:20]2[CH:25]=[CH:24][C:23]([I:26])=[CH:22][C:21]=2[F:27])=[C:4]([CH:12]=[C:13]([CH2:16][NH:17][OH:18])[C:14]=1[F:15])[C:5]([NH:7][O:8][CH2:9][CH2:10][OH:11])=[O:6]. The yield is 0.810. (3) The reactants are Br[C:2]1[CH:3]=[C:4]([C:8]2([C:19]3[CH:20]=[N:21][C:22]([O:29][CH3:30])=[C:23]([C:25]([F:28])([F:27])[F:26])[CH:24]=3)[C:16]3[C:11](=[C:12]([F:17])[CH:13]=[CH:14][CH:15]=3)[C:10]([NH2:18])=[N:9]2)[CH:5]=[CH:6][CH:7]=1.[N:31]1[CH:36]=[C:35](B(O)O)[CH:34]=[N:33][CH:32]=1. No catalyst specified. The product is [F:17][C:12]1[CH:13]=[CH:14][CH:15]=[C:16]2[C:11]=1[C:10]([NH2:18])=[N:9][C:8]2([C:19]1[CH:20]=[N:21][C:22]([O:29][CH3:30])=[C:23]([C:25]([F:27])([F:26])[F:28])[CH:24]=1)[C:4]1[CH:5]=[CH:6][CH:7]=[C:2]([C:35]2[CH:36]=[N:31][CH:32]=[N:33][CH:34]=2)[CH:3]=1. The yield is 0.790. (4) The reactants are [Cl:1][C:2]1[CH:7]=[C:6]([NH:8][C:9]2[CH:10]=[C:11]([CH:15]=[CH:16][CH:17]=2)C(O)=O)[C:5]([Cl:18])=[CH:4][N:3]=1.Cl.CN(C)CCCN=C=NCC.[OH:31][C:32]1C2N=NNC=2C=CC=1.Cl.[O:42]([NH2:44])[CH3:43].C(N(C(C)C)CC)(C)C. The catalyst is CN(C)C=O. The product is [Cl:1][C:2]1[CH:7]=[C:6]([NH:8][C:9]2[CH:17]=[CH:16][CH:15]=[CH:11][C:10]=2[C:32]([NH:44][O:42][CH3:43])=[O:31])[C:5]([Cl:18])=[CH:4][N:3]=1. The yield is 0.770. (5) The reactants are Cl.[CH3:2][C:3]1([OH:8])[CH2:7][CH2:6][NH:5][CH2:4]1.C(=O)([O-])[O-].[K+].[K+].Br[CH2:16][CH2:17][CH2:18][C:19]1[CH:24]=[CH:23][CH:22]=[CH:21][CH:20]=1. The catalyst is C(#N)C. The product is [CH3:2][C:3]1([OH:8])[CH2:7][CH2:6][N:5]([CH2:16][CH2:17][CH2:18][C:19]2[CH:24]=[CH:23][CH:22]=[CH:21][CH:20]=2)[CH2:4]1. The yield is 0.704.